This data is from NCI-60 drug combinations with 297,098 pairs across 59 cell lines. The task is: Regression. Given two drug SMILES strings and cell line genomic features, predict the synergy score measuring deviation from expected non-interaction effect. (1) Drug 1: CC1=CC2C(CCC3(C2CCC3(C(=O)C)OC(=O)C)C)C4(C1=CC(=O)CC4)C. Drug 2: C1=C(C(=O)NC(=O)N1)F. Cell line: CAKI-1. Synergy scores: CSS=17.1, Synergy_ZIP=8.05, Synergy_Bliss=5.46, Synergy_Loewe=-4.67, Synergy_HSA=2.69. (2) Drug 1: C1CC(C1)(C(=O)O)C(=O)O.[NH2-].[NH2-].[Pt+2]. Drug 2: CC(C)(C#N)C1=CC(=CC(=C1)CN2C=NC=N2)C(C)(C)C#N. Cell line: M14. Synergy scores: CSS=1.62, Synergy_ZIP=-0.234, Synergy_Bliss=-1.13, Synergy_Loewe=-1.34, Synergy_HSA=-1.43. (3) Drug 1: CC1C(C(CC(O1)OC2CC(CC3=C2C(=C4C(=C3O)C(=O)C5=C(C4=O)C(=CC=C5)OC)O)(C(=O)CO)O)N)O.Cl. Drug 2: CCCCC(=O)OCC(=O)C1(CC(C2=C(C1)C(=C3C(=C2O)C(=O)C4=C(C3=O)C=CC=C4OC)O)OC5CC(C(C(O5)C)O)NC(=O)C(F)(F)F)O. Cell line: SNB-75. Synergy scores: CSS=66.3, Synergy_ZIP=-1.73, Synergy_Bliss=2.28, Synergy_Loewe=2.89, Synergy_HSA=4.46. (4) Drug 1: CN(C)N=NC1=C(NC=N1)C(=O)N. Drug 2: COCCOC1=C(C=C2C(=C1)C(=NC=N2)NC3=CC=CC(=C3)C#C)OCCOC.Cl. Cell line: MOLT-4. Synergy scores: CSS=26.2, Synergy_ZIP=4.39, Synergy_Bliss=10.8, Synergy_Loewe=9.15, Synergy_HSA=9.41.